Task: Regression/Classification. Given a drug SMILES string, predict its absorption, distribution, metabolism, or excretion properties. Task type varies by dataset: regression for continuous measurements (e.g., permeability, clearance, half-life) or binary classification for categorical outcomes (e.g., BBB penetration, CYP inhibition). Dataset: cyp2c19_veith.. Dataset: CYP2C19 inhibition data for predicting drug metabolism from PubChem BioAssay (1) The compound is CN(CCc1ccc(Cl)c(Cl)c1)CCN1CCCCCC1. The result is 0 (non-inhibitor). (2) The molecule is COc1ccc(-n2c(=O)c(C)nc3cnc(Nc4ccccc4)nc32)cc1. The result is 0 (non-inhibitor).